From a dataset of NCI-60 drug combinations with 297,098 pairs across 59 cell lines. Regression. Given two drug SMILES strings and cell line genomic features, predict the synergy score measuring deviation from expected non-interaction effect. (1) Drug 1: C1=CC(=CC=C1C#N)C(C2=CC=C(C=C2)C#N)N3C=NC=N3. Drug 2: CS(=O)(=O)CCNCC1=CC=C(O1)C2=CC3=C(C=C2)N=CN=C3NC4=CC(=C(C=C4)OCC5=CC(=CC=C5)F)Cl. Cell line: SF-539. Synergy scores: CSS=5.96, Synergy_ZIP=2.56, Synergy_Bliss=-0.482, Synergy_Loewe=7.03, Synergy_HSA=1.25. (2) Cell line: EKVX. Drug 1: CN(C)C1=NC(=NC(=N1)N(C)C)N(C)C. Synergy scores: CSS=-17.2, Synergy_ZIP=6.17, Synergy_Bliss=2.71, Synergy_Loewe=-7.37, Synergy_HSA=-6.45. Drug 2: COC1=NC(=NC2=C1N=CN2C3C(C(C(O3)CO)O)O)N. (3) Drug 1: CN1CCC(CC1)COC2=C(C=C3C(=C2)N=CN=C3NC4=C(C=C(C=C4)Br)F)OC. Drug 2: C1=NC(=NC(=O)N1C2C(C(C(O2)CO)O)O)N. Cell line: HCT-15. Synergy scores: CSS=7.89, Synergy_ZIP=-4.43, Synergy_Bliss=0.428, Synergy_Loewe=-2.77, Synergy_HSA=-1.43. (4) Drug 1: CC1=CC=C(C=C1)C2=CC(=NN2C3=CC=C(C=C3)S(=O)(=O)N)C(F)(F)F. Drug 2: CC1=C(C(=O)C2=C(C1=O)N3CC4C(C3(C2COC(=O)N)OC)N4)N. Cell line: OVCAR-8. Synergy scores: CSS=24.0, Synergy_ZIP=-2.16, Synergy_Bliss=-0.0373, Synergy_Loewe=-16.2, Synergy_HSA=-1.40. (5) Drug 1: C1=CC(=CC=C1CCC2=CNC3=C2C(=O)NC(=N3)N)C(=O)NC(CCC(=O)O)C(=O)O. Drug 2: CC1=C(C(CCC1)(C)C)C=CC(=CC=CC(=CC(=O)O)C)C. Cell line: HS 578T. Synergy scores: CSS=19.9, Synergy_ZIP=-4.51, Synergy_Bliss=-2.24, Synergy_Loewe=1.33, Synergy_HSA=1.61. (6) Drug 1: COC1=CC(=CC(=C1O)OC)C2C3C(COC3=O)C(C4=CC5=C(C=C24)OCO5)OC6C(C(C7C(O6)COC(O7)C8=CC=CS8)O)O. Drug 2: C(CC(=O)O)C(=O)CN.Cl. Cell line: U251. Synergy scores: CSS=40.2, Synergy_ZIP=-1.68, Synergy_Bliss=-1.41, Synergy_Loewe=-28.4, Synergy_HSA=-0.441. (7) Drug 2: C1=NNC2=C1C(=O)NC=N2. Cell line: PC-3. Drug 1: CC1=C(N=C(N=C1N)C(CC(=O)N)NCC(C(=O)N)N)C(=O)NC(C(C2=CN=CN2)OC3C(C(C(C(O3)CO)O)O)OC4C(C(C(C(O4)CO)O)OC(=O)N)O)C(=O)NC(C)C(C(C)C(=O)NC(C(C)O)C(=O)NCCC5=NC(=CS5)C6=NC(=CS6)C(=O)NCCC[S+](C)C)O. Synergy scores: CSS=13.7, Synergy_ZIP=-5.75, Synergy_Bliss=-4.15, Synergy_Loewe=-18.0, Synergy_HSA=-4.64. (8) Drug 1: CC1=C(C=C(C=C1)NC(=O)C2=CC=C(C=C2)CN3CCN(CC3)C)NC4=NC=CC(=N4)C5=CN=CC=C5. Drug 2: CNC(=O)C1=NC=CC(=C1)OC2=CC=C(C=C2)NC(=O)NC3=CC(=C(C=C3)Cl)C(F)(F)F. Cell line: SF-268. Synergy scores: CSS=-9.57, Synergy_ZIP=4.13, Synergy_Bliss=0.0138, Synergy_Loewe=-3.41, Synergy_HSA=-5.14.